Dataset: Forward reaction prediction with 1.9M reactions from USPTO patents (1976-2016). Task: Predict the product of the given reaction. (1) The product is: [C:12]1([C:2]2[N:7]3[N:8]=[C:9]([NH2:11])[N:10]=[C:6]3[CH:5]=[CH:4][CH:3]=2)[CH:17]=[CH:16][CH:15]=[CH:14][CH:13]=1. Given the reactants Br[C:2]1[N:7]2[N:8]=[C:9]([NH2:11])[N:10]=[C:6]2[CH:5]=[CH:4][CH:3]=1.[C:12]1(B(O)O)[CH:17]=[CH:16][CH:15]=[CH:14][CH:13]=1, predict the reaction product. (2) Given the reactants [Br:1][C:2]1[CH:3]=[C:4]2[C:8](=[CH:9][CH:10]=1)[NH:7][C:6](=[O:11])[CH:5]2[CH3:12].[N+](C1C=C(B(O)O)C=CC=1)([O-])=O.C(=O)([O-])[O-].[K+].[K+].[Cl-].[NH4+], predict the reaction product. The product is: [Br:1][C:2]1[CH:10]=[CH:9][C:8]2[C:4](=[C:5]([CH3:12])[C:6](=[O:11])[N:7]=2)[CH:3]=1. (3) Given the reactants [CH:1]1([NH:7][C:8](=[N:14][CH:15]2[CH2:20][CH2:19][CH2:18][CH2:17][CH2:16]2)[O:9][N:10]=[C:11]([CH3:13])[CH3:12])[CH2:6][CH2:5][CH2:4][CH2:3][CH2:2]1.[C:21](OC(=O)C)(=[O:23])[CH3:22], predict the reaction product. The product is: [C:21]([N:14]([CH:15]1[CH2:16][CH2:17][CH2:18][CH2:19][CH2:20]1)[C:8](=[N:7][CH:1]1[CH2:2][CH2:3][CH2:4][CH2:5][CH2:6]1)[O:9][N:10]=[C:11]([CH3:13])[CH3:12])(=[O:23])[CH3:22]. (4) Given the reactants [CH3:1][N:2]1[CH:7]=[C:6]([N+:8]([O-])=O)[CH:5]=[C:4]([C:11]2[S:15][CH:14]=[N:13][CH:12]=2)[C:3]1=[O:16].Cl[Sn]Cl.C([O-])(O)=O.[Na+], predict the reaction product. The product is: [NH2:8][C:6]1[CH:5]=[C:4]([C:11]2[S:15][CH:14]=[N:13][CH:12]=2)[C:3](=[O:16])[N:2]([CH3:1])[CH:7]=1.